From a dataset of Full USPTO retrosynthesis dataset with 1.9M reactions from patents (1976-2016). Predict the reactants needed to synthesize the given product. (1) Given the product [NH:35]1[C:36]2[C:32](=[C:31]([C:2]3[N:3]=[C:4]([N:13]4[CH2:18][CH2:17][O:16][CH2:15][CH2:14]4)[C:5]4[S:10][C:9]([CH2:11][NH:12][C:19](=[O:21])[CH3:20])=[CH:8][C:6]=4[N:7]=3)[CH:39]=[CH:38][CH:37]=2)[CH:33]=[N:34]1, predict the reactants needed to synthesize it. The reactants are: Cl[C:2]1[N:3]=[C:4]([N:13]2[CH2:18][CH2:17][O:16][CH2:15][CH2:14]2)[C:5]2[S:10][C:9]([CH2:11][NH2:12])=[CH:8][C:6]=2[N:7]=1.[C:19](Cl)(=[O:21])[CH3:20].CC1(C)C(C)(C)OB([C:31]2[CH:39]=[CH:38][CH:37]=[C:36]3[C:32]=2[CH:33]=[N:34][NH:35]3)O1. (2) Given the product [CH3:12][C:11]1[CH:10]=[C:9]([CH3:13])[CH:8]=[C:7]([CH3:14])[C:6]=1[S:3]([O-:5])(=[O:4])=[O:2].[NH2:1][N+:25]1[CH:26]=[CH:27][C:22]([CH2:21][O:20][Si:19]([C:16]([CH3:15])([CH3:17])[CH3:18])([CH3:29])[CH3:28])=[CH:23][CH:24]=1, predict the reactants needed to synthesize it. The reactants are: [NH2:1][O:2][S:3]([C:6]1[C:11]([CH3:12])=[CH:10][C:9]([CH3:13])=[CH:8][C:7]=1[CH3:14])(=[O:5])=[O:4].[CH3:15][C:16]([Si:19]([CH3:29])([CH3:28])[O:20][CH2:21][C:22]1[CH:27]=[CH:26][N:25]=[CH:24][CH:23]=1)([CH3:18])[CH3:17]. (3) Given the product [CH2:1]1[C:9]2[C:4](=[CH:5][CH:6]=[CH:7][CH:8]=2)[CH2:3][C:2]21[C:20](=[O:22])[NH:16][C:11](=[O:14])[NH:15]2, predict the reactants needed to synthesize it. The reactants are: [CH2:1]1[C:9]2[C:4](=[CH:5][CH:6]=[CH:7][CH:8]=2)[CH2:3][C:2]1=O.[C:11](=[O:14])([O-])[O-].[NH4+:15].[NH4+:16].[C-]#N.[Na+].[CH2:20]([OH:22])C. (4) Given the product [CH3:16][N:13]1[CH2:12][CH2:11][N:10]([C:5]2[CH:6]=[CH:7][CH:8]=[CH:9][C:4]=2[C:3]([OH:17])=[O:2])[CH2:15][CH2:14]1, predict the reactants needed to synthesize it. The reactants are: C[O:2][C:3](=[O:17])[C:4]1[CH:9]=[CH:8][CH:7]=[CH:6][C:5]=1[N:10]1[CH2:15][CH2:14][N:13]([CH3:16])[CH2:12][CH2:11]1.COC(=O)C1C=CC(N2CCCC2)=CC=1. (5) The reactants are: [CH3:1][O:2][C:3]1[CH:4]=[C:5]2[C:10](=[CH:11][C:12]=1[O:13][CH3:14])[N:9]=[CH:8][CH:7]=[C:6]2[O:15][C:16]1[CH:22]=[CH:21][C:19]([NH2:20])=[C:18]([CH3:23])[C:17]=1[CH3:24].C1(C)C=CC=CC=1.C(N(CC)CC)C.Cl[C:40](Cl)([O:42]C(=O)OC(Cl)(Cl)Cl)Cl.[F:51][C:52]1[CH:60]=[C:59]([F:61])[C:58]([F:62])=[CH:57][C:53]=1[CH:54]([OH:56])[CH3:55]. Given the product [CH3:1][O:2][C:3]1[CH:4]=[C:5]2[C:10](=[CH:11][C:12]=1[O:13][CH3:14])[N:9]=[CH:8][CH:7]=[C:6]2[O:15][C:16]1[CH:22]=[CH:21][C:19]([NH:20][C:40](=[O:42])[O:56][CH:54]([C:53]2[CH:57]=[C:58]([F:62])[C:59]([F:61])=[CH:60][C:52]=2[F:51])[CH3:55])=[C:18]([CH3:23])[C:17]=1[CH3:24], predict the reactants needed to synthesize it. (6) Given the product [OH:16][CH2:15][CH2:14][NH:13][C:2]1[CH:7]=[CH:6][CH:5]=[C:4]([C:8]([F:11])([F:10])[F:9])[C:3]=1[Br:12], predict the reactants needed to synthesize it. The reactants are: F[C:2]1[CH:7]=[CH:6][CH:5]=[C:4]([C:8]([F:11])([F:10])[F:9])[C:3]=1[Br:12].[NH2:13][CH2:14][CH2:15][OH:16].